Dataset: Reaction yield outcomes from USPTO patents with 853,638 reactions. Task: Predict the reaction yield, written as a fraction of the theoretical maximum amount of product (1.0 means a 100% yield; for example, 0.34 means a 34% yield). (1) The product is [Cl:41][C:42]1[CH:43]=[C:44]([CH:48]([O:49][CH2:50][C:51]([NH:53][CH2:54][CH3:55])=[O:52])[C@@H:56]2[CH2:57][CH2:29][CH2:28][N:27]([C:25]([NH:1][C@@H:2]([CH2:13][CH:14]3[CH2:15][CH2:16][CH2:17][CH2:18][CH2:19]3)[CH2:3][N:4]([CH3:12])[C:5](=[O:11])[O:6][C:7]([CH3:9])([CH3:10])[CH3:8])=[O:26])[CH2:31]2)[CH:45]=[CH:46][CH:47]=1. The yield is 0.756. The reactants are [NH2:1][C@@H:2]([CH2:13][CH:14]1[CH2:19][CH2:18][CH2:17][CH2:16][CH2:15]1)[CH2:3][N:4]([CH3:12])[C:5](=[O:11])[O:6][C:7]([CH3:10])([CH3:9])[CH3:8].C1N=CN([C:25]([N:27]2[CH:31]=N[CH:29]=[CH:28]2)=[O:26])C=1.CCN(C(C)C)C(C)C.[Cl:41][C:42]1[CH:43]=[C:44]([CH:48]([C@@H:56]2CCCN[CH2:57]2)[O:49][CH2:50][C:51]([NH:53][CH2:54][CH3:55])=[O:52])[CH:45]=[CH:46][CH:47]=1. The catalyst is C(Cl)Cl. (2) The reactants are [H-].[Na+].[CH3:3][O:4][C:5]([C:7]1[S:8][C:9]([C:23]2[CH:28]=[CH:27][CH:26]=[CH:25][CH:24]=2)=[CH:10][C:11]=1[NH:12][C:13](=[O:22])[C:14]1[CH:19]=[CH:18][C:17]([Cl:20])=[CH:16][C:15]=1[Cl:21])=[O:6].N#N.Cl[C:32]1[CH:40]=[C:39](Cl)[CH:38]=[CH:37][C:33]=1C(Cl)=O. The catalyst is CN(C)C=O. The product is [CH3:3][O:4][C:5]([C:7]1[S:8][C:9]([C:23]2[CH:28]=[CH:27][CH:26]=[CH:25][CH:24]=2)=[CH:10][C:11]=1[N:12]([C:13](=[O:22])[C:14]1[CH:19]=[CH:18][C:17]([Cl:20])=[CH:16][C:15]=1[Cl:21])[C:32]1[CH:40]=[CH:39][CH:38]=[CH:37][CH:33]=1)=[O:6]. The yield is 0.160. (3) The reactants are Cl[C:2]1[CH:7]=[C:6]([CH3:8])[C:5]([C:9](=[O:11])[CH3:10])=[C:4]([CH3:12])[CH:3]=1.[O-]P([O-])([O-])=O.[K+].[K+].[K+].[CH2:21]1[O:25][C:24]2[CH:26]=[C:27]([OH:30])[CH:28]=[CH:29][C:23]=2[O:22]1. The catalyst is C1(C)C=CC=CC=1.CC([O-])=O.CC([O-])=O.[Pd+2].C(P(C(C)(C)C)C1C=CC=CC=1C1C(C(C)C)=CC(C(C)C)=CC=1C(C)C)(C)(C)C. The product is [O:22]1[C:23]2[CH:29]=[CH:28][C:27]([O:30][C:2]3[CH:7]=[C:6]([CH3:8])[C:5]([C:9](=[O:11])[CH3:10])=[C:4]([CH3:12])[CH:3]=3)=[CH:26][C:24]=2[O:25][CH2:21]1. The yield is 0.620. (4) The reactants are [NH2:1][C:2]1[CH:7]=[C:6]([Cl:8])[N:5]=[C:4]([C:9]([O:11][CH3:12])=[O:10])[C:3]=1[Cl:13].[I:14](O)(=O)(=O)=O.II. The catalyst is CO. The product is [NH2:1][C:2]1[C:7]([I:14])=[C:6]([Cl:8])[N:5]=[C:4]([C:9]([O:11][CH3:12])=[O:10])[C:3]=1[Cl:13]. The yield is 0.790.